From a dataset of Catalyst prediction with 721,799 reactions and 888 catalyst types from USPTO. Predict which catalyst facilitates the given reaction. (1) Reactant: [CH3:1][O:2][C:3]1[CH:4]=[C:5]2[C:10](=[CH:11][C:12]=1[O:13][CH3:14])[N:9]=[CH:8][CH:7]=[C:6]2[O:15][C:16]1[CH:22]=[CH:21][C:19]([NH2:20])=[C:18]([CH3:23])[C:17]=1[CH3:24].C1(C)C=CC=CC=1.C(N(CC)CC)C.ClC(Cl)(O[C:43](=[O:49])[O:44][C:45](Cl)(Cl)Cl)Cl.[CH3:51][O:52][C:53]1[CH:54]=[C:55]([CH:58]=[CH:59][C:60]=1[O:61][CH3:62])CO. Product: [CH3:1][O:2][C:3]1[CH:4]=[C:5]2[C:10](=[CH:11][C:12]=1[O:13][CH3:14])[N:9]=[CH:8][CH:7]=[C:6]2[O:15][C:16]1[CH:22]=[CH:21][C:19]([NH:20][C:43](=[O:49])[O:44][CH2:45][C:58]2[CH:55]=[CH:54][C:53]([O:52][CH3:51])=[C:60]([O:61][CH3:62])[CH:59]=2)=[C:18]([CH3:23])[C:17]=1[CH3:24]. The catalyst class is: 2. (2) Reactant: [CH2:1]([N:8]=[C:9]=[O:10])[C:2]1[CH:7]=[CH:6][CH:5]=[CH:4][CH:3]=1.[CH2:11]([O:18][C:19]([C:21]1[S:22][C:23]([CH3:27])=[C:24]([NH2:26])[CH:25]=1)=[O:20])[C:12]1[CH:17]=[CH:16][CH:15]=[CH:14][CH:13]=1. Product: [CH2:11]([O:18][C:19]([C:21]1[S:22][C:23]([CH3:27])=[C:24]([NH:26][C:9]([NH:8][CH2:1][C:2]2[CH:7]=[CH:6][CH:5]=[CH:4][CH:3]=2)=[O:10])[CH:25]=1)=[O:20])[C:12]1[CH:13]=[CH:14][CH:15]=[CH:16][CH:17]=1. The catalyst class is: 715. (3) Reactant: [N:1]([CH:4]1[CH:9]=[C:8]([C:10]2[CH:15]=[CH:14][N:13]=[CH:12][C:11]=2[N+:16]([O-:18])=[O:17])[CH2:7][CH2:6][CH:5]1[OH:19])=[N+:2]=[N-:3].[CH3:20][C:21]([Si:24](Cl)([CH3:26])[CH3:25])([CH3:23])[CH3:22].N1C=CN=C1.O. Product: [N:1]([CH:4]1[CH:5]([O:19][Si:24]([C:21]([CH3:23])([CH3:22])[CH3:20])([CH3:26])[CH3:25])[CH2:6][CH2:7][C:8]([C:10]2[CH:15]=[CH:14][N:13]=[CH:12][C:11]=2[N+:16]([O-:18])=[O:17])=[CH:9]1)=[N+:2]=[N-:3]. The catalyst class is: 64. (4) Reactant: [OH:1][C@H:2]1[CH2:6][N:5]([C:7]([O:9][C:10]([CH3:13])([CH3:12])[CH3:11])=[O:8])[C@H:4]([C:14]([O:16][CH3:17])=[O:15])[CH2:3]1.C1C=C[NH+]=CC=1.[O-][Cr](Cl)(=O)=O. Product: [O:1]=[C:2]1[CH2:6][N:5]([C:7]([O:9][C:10]([CH3:11])([CH3:12])[CH3:13])=[O:8])[C@H:4]([C:14]([O:16][CH3:17])=[O:15])[CH2:3]1. The catalyst class is: 2. (5) Reactant: [Br:1][C:2]1[CH:11]=[C:10]2[C:5]([CH2:6][CH2:7][CH2:8][C:9]2=[O:12])=[CH:4][CH:3]=1.[C:13]([O:17]C)(=O)[CH:14]=[CH2:15].[CH3:19][C:20](C)([O-])C.[K+].[OH-].[K+]. Product: [Br:1][C:2]1[CH:11]=[C:10]2[C:5]([CH2:6][CH2:7][C:8]3([CH2:15][CH2:14][C:13](=[O:17])[CH2:20][CH2:19]3)[C:9]2=[O:12])=[CH:4][CH:3]=1. The catalyst class is: 20.